This data is from Full USPTO retrosynthesis dataset with 1.9M reactions from patents (1976-2016). The task is: Predict the reactants needed to synthesize the given product. (1) Given the product [Cl:7][C:8]1[CH:13]=[CH:12][CH:11]=[CH:10][C:9]=1[CH2:14][CH2:15][N:5]1[CH:6]=[C:2]([I:1])[N:3]=[CH:4]1, predict the reactants needed to synthesize it. The reactants are: [I:1][C:2]1[N:3]=[CH:4][NH:5][CH:6]=1.[Cl:7][C:8]1[CH:13]=[CH:12][CH:11]=[CH:10][C:9]=1[CH2:14][CH2:15]OS(C)(=O)=O. (2) Given the product [NH2:7][C:6]1[C:5]2[C:4]([C:12]3[CH:17]=[CH:16][C:15]([O:18][C:19]4[CH:24]=[CH:23][CH:22]=[CH:21][CH:20]=4)=[CH:14][CH:13]=3)=[N:3][C:2]([C:28]3[CH:36]=[CH:35][C:31]([C:32]([OH:34])=[O:33])=[C:30]([F:37])[CH:29]=3)=[CH:9][C:8]=2[NH:10][N:11]=1, predict the reactants needed to synthesize it. The reactants are: Cl[C:2]1[CH:9]=[C:8]([NH:10][NH2:11])[C:5]([C:6]#[N:7])=[C:4]([C:12]2[CH:17]=[CH:16][C:15]([O:18][C:19]3[CH:24]=[CH:23][CH:22]=[CH:21][CH:20]=3)=[CH:14][CH:13]=2)[N:3]=1.B([C:28]1[CH:36]=[CH:35][C:31]([C:32]([OH:34])=[O:33])=[C:30]([F:37])[CH:29]=1)(O)O.P([O-])([O-])([O-])=O.[K+].[K+].[K+].N#N. (3) Given the product [CH2:6]([C:8]1[CH:9]=[CH:10][C:11]([C:14]2[CH:19]=[CH:18][C:17]([C:20]3[Se:21][C:22]([CH3:2])=[CH:23][CH:24]=3)=[C:16]([F:25])[CH:15]=2)=[CH:12][CH:13]=1)[CH3:7], predict the reactants needed to synthesize it. The reactants are: [Li][CH2:2]CCC.[CH2:6]([C:8]1[CH:13]=[CH:12][C:11]([C:14]2[CH:19]=[CH:18][C:17]([C:20]3[Se:21][CH:22]=[CH:23][CH:24]=3)=[C:16]([F:25])[CH:15]=2)=[CH:10][CH:9]=1)[CH3:7].CI.[Cl-].[NH4+].N.